From a dataset of Forward reaction prediction with 1.9M reactions from USPTO patents (1976-2016). Predict the product of the given reaction. (1) Given the reactants [F:1][C:2]([P:8]([C:14]([F:20])([F:19])[C:15]([F:18])([F:17])[F:16])(=[O:13])[O:9][CH2:10][C:11]#[CH:12])([F:7])[C:3]([F:6])([F:5])[F:4].[CH2:21]([N:29]([CH2:38][CH2:39][CH2:40][CH2:41][CH2:42][CH2:43][CH2:44][CH3:45])[CH2:30][CH2:31][CH2:32][CH2:33][CH2:34][CH2:35][CH2:36][CH3:37])[CH2:22][CH2:23][CH2:24][CH2:25][CH2:26][CH2:27][CH3:28], predict the reaction product. The product is: [F:7][C:2]([P:8]([C:14]([F:19])([F:20])[C:15]([F:18])([F:17])[F:16])(=[O:9])[O-:13])([F:1])[C:3]([F:6])([F:5])[F:4].[CH2:38]([N+:29]([CH2:21][CH2:22][CH2:23][CH2:24][CH2:25][CH2:26][CH2:27][CH3:28])([CH2:30][CH2:31][CH2:32][CH2:33][CH2:34][CH2:35][CH2:36][CH3:37])[CH2:12][C:11]#[CH:10])[CH2:39][CH2:40][CH2:41][CH2:42][CH2:43][CH2:44][CH3:45]. (2) Given the reactants Br[CH2:2][C:3]1[CH:7]=[C:6]([C:8]([F:11])([F:10])[F:9])[N:5]([C:12]2[CH:17]=[CH:16][CH:15]=[CH:14][CH:13]=2)[N:4]=1.C(=O)([O-])[O-].[K+].[K+].[C:24]([O:28][C:29](=[O:53])[CH2:30][CH2:31][N:32]([C:46]([O:48][C:49]([CH3:52])([CH3:51])[CH3:50])=[O:47])[CH2:33][C:34](=[O:45])[N:35]1[C:43]2[C:38](=[CH:39][C:40]([OH:44])=[CH:41][CH:42]=2)[CH2:37][CH2:36]1)([CH3:27])([CH3:26])[CH3:25], predict the reaction product. The product is: [C:24]([O:28][C:29](=[O:53])[CH2:30][CH2:31][N:32]([C:46]([O:48][C:49]([CH3:52])([CH3:51])[CH3:50])=[O:47])[CH2:33][C:34](=[O:45])[N:35]1[C:43]2[C:38](=[CH:39][C:40]([O:44][CH2:2][C:3]3[CH:7]=[C:6]([C:8]([F:11])([F:10])[F:9])[N:5]([C:12]4[CH:17]=[CH:16][CH:15]=[CH:14][CH:13]=4)[N:4]=3)=[CH:41][CH:42]=2)[CH2:37][CH2:36]1)([CH3:27])([CH3:26])[CH3:25]. (3) Given the reactants [O:1]([C:8]1[CH:13]=[CH:12][C:11]([CH2:14][NH:15][C:16](=[O:24])[C:17]2[CH:22]=[CH:21][CH:20]=[N:19][C:18]=2[NH2:23])=[CH:10][CH:9]=1)[C:2]1[CH:7]=[CH:6][CH:5]=[CH:4][CH:3]=1.[Cl:25]N1C(=O)CCC1=O, predict the reaction product. The product is: [O:1]([C:8]1[CH:9]=[CH:10][C:11]([CH2:14][NH:15][C:16](=[O:24])[C:17]2[CH:22]=[C:21]([Cl:25])[CH:20]=[N:19][C:18]=2[NH2:23])=[CH:12][CH:13]=1)[C:2]1[CH:3]=[CH:4][CH:5]=[CH:6][CH:7]=1.